From a dataset of Forward reaction prediction with 1.9M reactions from USPTO patents (1976-2016). Predict the product of the given reaction. (1) Given the reactants [H-].[Na+].[C:3]([O:7][C:8]([NH:10][C@H:11]([C:14]([OH:16])=[O:15])[CH2:12][OH:13])=[O:9])([CH3:6])([CH3:5])[CH3:4].I[CH2:18][C:19]1[CH:20]=[C:21]([CH:28]=[CH:29][CH:30]=1)[C:22]([O:24][CH2:25][CH:26]=[CH2:27])=[O:23].Cl, predict the reaction product. The product is: [CH2:25]([O:24][C:22]([C:21]1[CH:20]=[C:19]([CH:30]=[CH:29][CH:28]=1)[CH2:18][O:13][CH2:12][C@@H:11]([C:14]([OH:16])=[O:15])[NH:10][C:8]([O:7][C:3]([CH3:6])([CH3:4])[CH3:5])=[O:9])=[O:23])[CH:26]=[CH2:27]. (2) Given the reactants C([C:3]([CH2:14][CH3:15])(P(=O)=O)[C:4]([O:6][C:7]([CH3:10])([CH3:9])[CH3:8])=[O:5])C.[H-].[Na+].O=C1C[CH2:23][CH:22]([C:25]2[CH:35]=[CH:34][C:28]([C:29]([O:31][CH2:32][CH3:33])=[O:30])=[CH:27][CH:26]=2)[CH2:21][CH2:20]1, predict the reaction product. The product is: [C:7]([O:6][C:4]([CH:3]=[C:14]1[CH2:15][CH2:23][CH:22]([C:25]2[CH:26]=[CH:27][C:28]([C:29]([O:31][CH2:32][CH3:33])=[O:30])=[CH:34][CH:35]=2)[CH2:21][CH2:20]1)=[O:5])([CH3:8])([CH3:9])[CH3:10]. (3) The product is: [CH:15]([C:19]1[CH:24]=[CH:23][CH:22]=[CH:21][C:20]=1[O:1][CH:2]1[CH2:3][CH2:4][N:5]([C:8]([O:10][C:11]([CH3:14])([CH3:13])[CH3:12])=[O:9])[CH2:6][CH2:7]1)([CH2:17][CH3:18])[CH3:16]. Given the reactants [OH:1][CH:2]1[CH2:7][CH2:6][N:5]([C:8]([O:10][C:11]([CH3:14])([CH3:13])[CH3:12])=[O:9])[CH2:4][CH2:3]1.[CH:15]([C:19]1[CH:24]=[CH:23][CH:22]=[CH:21][C:20]=1O)([CH2:17][CH3:18])[CH3:16].C1(P(C2C=CC=CC=2)C2C=CC=CC=2)C=CC=CC=1.CCOC(/N=N/C(OCC)=O)=O, predict the reaction product. (4) Given the reactants Cl.C(OC([NH:9][C@H:10]([C:36]([O:38]C(C)(C)C)=[O:37])[CH2:11][C@H:12]([CH2:20][C:21]1[CH:26]=[CH:25][C:24]([O:27][CH2:28][CH2:29][F:30])=[C:23]([O:31]C(C)(C)C)[CH:22]=1)[C:13]([O:15]C(C)(C)C)=[O:14])=O)(C)(C)C, predict the reaction product. The product is: [F:30][CH2:29][CH2:28][O:27][C:24]1[CH:25]=[CH:26][C:21]([CH2:20][C@H:12]([C:13]([OH:15])=[O:14])[CH2:11][C@@H:10]([C:36]([OH:38])=[O:37])[NH2:9])=[CH:22][C:23]=1[OH:31].